Predict which catalyst facilitates the given reaction. From a dataset of Catalyst prediction with 721,799 reactions and 888 catalyst types from USPTO. (1) Reactant: [Cl:1][C:2]1[CH:3]=[C:4]([CH:6]=[CH:7][C:8]=1[F:9])[NH2:5].C[Si]([N-][Si](C)(C)C)(C)C.[Na+].[C:20](O[C:20]([O:22][C:23]([CH3:26])([CH3:25])[CH3:24])=[O:21])([O:22][C:23]([CH3:26])([CH3:25])[CH3:24])=[O:21]. Product: [C:23]([O:22][C:20]([NH:5][C:4]1[CH:6]=[CH:7][C:8]([F:9])=[C:2]([Cl:1])[CH:3]=1)=[O:21])([CH3:26])([CH3:25])[CH3:24]. The catalyst class is: 1. (2) Reactant: [N:1]1([NH:6][S:7]([CH:10]2[C:15]([C:16]([O:18][CH2:19][CH3:20])=[O:17])=[CH:14][CH2:13][CH2:12][CH2:11]2)(=[O:9])=[O:8])[CH:5]=[CH:4][CH:3]=[CH:2]1.[Cl:21]N1C(=O)CCC1=O.O. Product: [Cl:21][C:5]1[N:1]([NH:6][S:7]([CH:10]2[C:15]([C:16]([O:18][CH2:19][CH3:20])=[O:17])=[CH:14][CH2:13][CH2:12][CH2:11]2)(=[O:8])=[O:9])[CH:2]=[CH:3][CH:4]=1. The catalyst class is: 7. (3) Reactant: [N+:1]([C:4]1[CH:5]=[C:6]([OH:10])[CH:7]=[CH:8][CH:9]=1)([O-:3])=[O:2].[H-].[Na+].Cl[C:14]1[N:22]=[C:21]2[C:17]([N:18]=[CH:19][N:20]2[CH:23]([CH3:25])[CH3:24])=[C:16]([NH:26][C:27]2[CH:28]=[N:29][N:30]([CH3:32])[CH:31]=2)[N:15]=1.O. Product: [CH:23]([N:20]1[CH:19]=[N:18][C:17]2[C:21]1=[N:22][C:14]([O:10][C:6]1[CH:7]=[CH:8][CH:9]=[C:4]([N+:1]([O-:3])=[O:2])[CH:5]=1)=[N:15][C:16]=2[NH:26][C:27]1[CH:28]=[N:29][N:30]([CH3:32])[CH:31]=1)([CH3:25])[CH3:24]. The catalyst class is: 3. (4) Reactant: [C:1]([NH:9][C:10]1[CH:15]=[CH:14][C:13]([NH:16][C:17]2[CH:26]=[CH:25][N:24]=[C:23]3[C:18]=2[C:19]2[CH:31]=[CH:30][C:29]([C:32](O)=[O:33])=[CH:28][C:20]=2[C:21](=[O:27])[NH:22]3)=[CH:12][CH:11]=1)(=[O:8])[C:2]1[CH:7]=[CH:6][CH:5]=[CH:4][CH:3]=1.CCN(C(C)C)C(C)C.CN(C(ON1N=NC2C=CC=NC1=2)=[N+](C)C)C.F[P-](F)(F)(F)(F)F.[CH3:68][N:69]1[CH2:74][CH2:73][NH:72][CH2:71][CH2:70]1. Product: [CH3:68][N:69]1[CH2:74][CH2:73][N:72]([C:32]([C:29]2[CH:30]=[CH:31][C:19]3[C:18]4[C:23](=[N:24][CH:25]=[CH:26][C:17]=4[NH:16][C:13]4[CH:12]=[CH:11][C:10]([NH:9][C:1](=[O:8])[C:2]5[CH:3]=[CH:4][CH:5]=[CH:6][CH:7]=5)=[CH:15][CH:14]=4)[NH:22][C:21](=[O:27])[C:20]=3[CH:28]=2)=[O:33])[CH2:71][CH2:70]1. The catalyst class is: 3. (5) Reactant: Br[C:2]1[CH:27]=[CH:26][C:5]2[N:6]=[C:7]([C:9]3[N:13]([CH2:14][O:15][CH2:16][CH2:17][Si:18]([CH3:21])([CH3:20])[CH3:19])[C:12]4[CH:22]=[CH:23][CH:24]=[CH:25][C:11]=4[N:10]=3)[O:8][C:4]=2[CH:3]=1.[B:28]1([B:28]2[O:32][C:31]([CH3:34])([CH3:33])[C:30]([CH3:36])([CH3:35])[O:29]2)[O:32][C:31]([CH3:34])([CH3:33])[C:30]([CH3:36])([CH3:35])[O:29]1.C1(P(C2CCCCC2)C2C=CC=CC=2C2C(C(C)C)=CC(C(C)C)=CC=2C(C)C)CCCCC1.CC([O-])=O.[K+]. Product: [CH3:35][C:30]1([CH3:36])[C:31]([CH3:34])([CH3:33])[O:32][B:28]([C:2]2[CH:27]=[CH:26][C:5]3[N:6]=[C:7]([C:9]4[N:13]([CH2:14][O:15][CH2:16][CH2:17][Si:18]([CH3:21])([CH3:20])[CH3:19])[C:12]5[CH:22]=[CH:23][CH:24]=[CH:25][C:11]=5[N:10]=4)[O:8][C:4]=3[CH:3]=2)[O:29]1. The catalyst class is: 110. (6) Reactant: [NH2:1][CH2:2][CH2:3][CH2:4][NH:5][C:6]1[C:7]2[C:12]([N:13]=[C:14]3[C:19]=1[CH:18]=[CH:17][CH:16]=[CH:15]3)=[CH:11][CH:10]=[CH:9][CH:8]=2.[C:20](Cl)(=[O:22])[CH3:21].C(=O)(O)[O-].[Na+].[C:29](Cl)(=[O:36])[C:30]1[CH:35]=[CH:34][CH:33]=[CH:32][CH:31]=1. Product: [C:20]([NH:1][CH2:2][CH2:3][CH2:4][N:5]([C:29](=[O:36])[C:30]1[CH:35]=[CH:34][CH:33]=[CH:32][CH:31]=1)[C:6]1[C:19]2[C:14]([N:13]=[C:12]3[C:7]=1[CH:8]=[CH:9][CH:10]=[CH:11]3)=[CH:15][CH:16]=[CH:17][CH:18]=2)(=[O:22])[CH3:21]. The catalyst class is: 46.